Dataset: Full USPTO retrosynthesis dataset with 1.9M reactions from patents (1976-2016). Task: Predict the reactants needed to synthesize the given product. Given the product [Br:25][CH:15]1[C:14](=[O:18])[C:13]2[C:9]([C:6]3[CH:5]=[CH:4][C:3]([O:2][CH3:1])=[CH:8][CH:7]=3)=[C:10]([C:19]3[CH:24]=[CH:23][CH:22]=[CH:21][CH:20]=3)[O:11][C:12]=2[CH2:17][CH2:16]1, predict the reactants needed to synthesize it. The reactants are: [CH3:1][O:2][C:3]1[CH:8]=[CH:7][C:6]([C:9]2[C:13]3[C:14](=[O:18])[CH2:15][CH2:16][CH2:17][C:12]=3[O:11][C:10]=2[C:19]2[CH:24]=[CH:23][CH:22]=[CH:21][CH:20]=2)=[CH:5][CH:4]=1.[Br-:25].[Br-].[Br-].C1([N+](C)(C)C)C=CC=CC=1.C1([N+](C)(C)C)C=CC=CC=1.C1([N+](C)(C)C)C=CC=CC=1.